From a dataset of Forward reaction prediction with 1.9M reactions from USPTO patents (1976-2016). Predict the product of the given reaction. (1) Given the reactants [F:1][C:2]([F:28])([F:27])[C:3]1[CH:4]=[C:5]([CH:20]=[C:21]([C:23]([F:26])([F:25])[F:24])[CH:22]=1)[CH2:6][O:7][CH:8]1[O:13][CH2:12][CH2:11][NH:10][CH:9]1[C:14]1[CH:19]=[CH:18][CH:17]=[CH:16][CH:15]=1.C(N(CC)C(C)C)(C)C.Br[CH2:39][C:40]([O:42][CH3:43])=[O:41], predict the reaction product. The product is: [F:28][C:2]([F:1])([F:27])[C:3]1[CH:4]=[C:5]([CH:20]=[C:21]([C:23]([F:24])([F:25])[F:26])[CH:22]=1)[CH2:6][O:7][CH:8]1[O:13][CH2:12][CH2:11][N:10]([CH2:39][C:40]([O:42][CH3:43])=[O:41])[CH:9]1[C:14]1[CH:19]=[CH:18][CH:17]=[CH:16][CH:15]=1. (2) The product is: [N:16]12[CH2:23][CH2:22][CH:19]([CH2:20][CH2:21]1)[C@H:18]([O:1][C:2]1[CH:14]=[CH:13][C:12]3[C:11]4[C:6](=[CH:7][CH:8]=[CH:9][CH:10]=4)[C:5](=[O:15])[C:4]=3[CH:3]=1)[CH2:17]2. Given the reactants [OH:1][C:2]1[CH:14]=[CH:13][C:12]2[C:11]3[C:6](=[CH:7][CH:8]=[CH:9][CH:10]=3)[C:5](=[O:15])[C:4]=2[CH:3]=1.[N:16]12[CH2:23][CH2:22][CH:19]([CH2:20][CH2:21]1)[C@@H:18](O)[CH2:17]2.C1(P(C2C=CC=CC=2)C2C=CC=CC=2)C=CC=CC=1.CCOC(/N=N/C(OCC)=O)=O, predict the reaction product. (3) Given the reactants C([N-][CH:5]([CH3:7])[CH3:6])(C)C.[Li+].[C:9]([O:14][CH2:15][CH3:16])(=[O:13])[CH:10]([CH3:12])[CH3:11].Br[CH2:18][CH2:19][CH2:20][CH2:21][CH2:22][CH2:23][CH2:24][CH2:25][CH2:26][CH2:27][CH2:28]Br.CN1[C:36](=[O:37])N(C)CCC1.C1C[O:42][CH2:41][CH2:40]1, predict the reaction product. The product is: [CH2:41]([O:42][C:36](=[O:37])[C:5]([CH3:6])([CH3:7])[CH2:18][CH2:19][CH2:20][CH2:21][CH2:22][CH2:23][CH2:24][CH2:25][CH2:26][CH2:27][CH2:28][C:10]([CH3:12])([CH3:11])[C:9]([O:14][CH2:15][CH3:16])=[O:13])[CH3:40]. (4) Given the reactants [Cl-].O[NH3+:3].[C:4](=[O:7])([O-])[OH:5].[Na+].CS(C)=O.[O:13]=[C:14]1[C:19]([CH2:20][C:21]2[CH:26]=[CH:25][C:24]([C:27]3[C:28]([C:33]#[N:34])=[CH:29][CH:30]=[CH:31][CH:32]=3)=[CH:23][CH:22]=2)=[C:18]([CH2:35][CH2:36][CH3:37])[N:17]2[N:38]=[CH:39][CH:40]=[C:16]2[N:15]1[C@H:41]1[CH2:46][CH2:45][C@H:44]([O:47][CH2:48][CH:49]([OH:54])[C:50]([F:53])([F:52])[F:51])[CH2:43][CH2:42]1, predict the reaction product. The product is: [O:7]=[C:4]1[O:5][N:3]=[C:33]([C:28]2[CH:29]=[CH:30][CH:31]=[CH:32][C:27]=2[C:24]2[CH:25]=[CH:26][C:21]([CH2:20][C:19]3[C:14](=[O:13])[N:15]([C@H:41]4[CH2:46][CH2:45][C@H:44]([O:47][CH2:48][CH:49]([OH:54])[C:50]([F:53])([F:52])[F:51])[CH2:43][CH2:42]4)[C:16]4[N:17]([N:38]=[CH:39][CH:40]=4)[C:18]=3[CH2:35][CH2:36][CH3:37])=[CH:22][CH:23]=2)[NH:34]1. (5) Given the reactants ClCCCl.O=[CH:6][CH2:7][NH:8][C:9](=[O:15])[O:10][C:11]([CH3:14])([CH3:13])[CH3:12].[CH2:16]([N:23]1[CH2:27][CH2:26][C@H:25]([NH:28][CH3:29])[CH2:24]1)[C:17]1[CH:22]=[CH:21][CH:20]=[CH:19][CH:18]=1.C(O[BH-](OC(=O)C)OC(=O)C)(=O)C.[Na+], predict the reaction product. The product is: [CH2:16]([N:23]1[CH2:27][CH2:26][C@H:25]([N:28]([CH2:6][CH2:7][NH:8][C:9]([O:10][C:11]([CH3:14])([CH3:13])[CH3:12])=[O:15])[CH3:29])[CH2:24]1)[C:17]1[CH:18]=[CH:19][CH:20]=[CH:21][CH:22]=1. (6) Given the reactants [N:1]1(C(OC(C)(C)C)=O)[CH2:5][CH2:4][CH2:3][C@H:2]1[C:6]([O:8][CH2:9][CH3:10])=[O:7].[ClH:18].O1CCOCC1, predict the reaction product. The product is: [ClH:18].[NH:1]1[CH2:5][CH2:4][CH2:3][C@H:2]1[C:6]([O:8][CH2:9][CH3:10])=[O:7]. (7) Given the reactants CS(O[C@H:6]1[C@H:11]2[CH2:12][C@H:8]([C@@H:9]([C:20]([O:22][CH3:23])=[O:21])[N:10]2[C:13]([O:15][C:16]([CH3:19])([CH3:18])[CH3:17])=[O:14])[CH2:7]1)(=O)=O.[N-:24]=[N+:25]=[N-:26].[Na+], predict the reaction product. The product is: [N:24]([C@H:6]1[C@H:11]2[CH2:12][C@H:8]([C@@H:9]([C:20]([O:22][CH3:23])=[O:21])[N:10]2[C:13]([O:15][C:16]([CH3:19])([CH3:18])[CH3:17])=[O:14])[CH2:7]1)=[N+:25]=[N-:26]. (8) Given the reactants [Cl:1][C:2]1[CH:7]=[CH:6][C:5]([CH:8]([C:10]2[N:14]3[N:15]=[C:16]([Cl:26])[CH:17]=[C:18]([CH2:19][N:20]4[CH2:25][CH2:24][O:23][CH2:22][CH2:21]4)[C:13]3=[N:12][C:11]=2[CH3:27])O)=[C:4]([F:28])[CH:3]=1.ClCCCl.C([SiH](CC)CC)C.FC(F)(F)C(O)=O, predict the reaction product. The product is: [Cl:26][C:16]1[CH:17]=[C:18]([CH2:19][N:20]2[CH2:21][CH2:22][O:23][CH2:24][CH2:25]2)[C:13]2[N:14]([C:10]([CH2:8][C:5]3[CH:6]=[CH:7][C:2]([Cl:1])=[CH:3][C:4]=3[F:28])=[C:11]([CH3:27])[N:12]=2)[N:15]=1. (9) Given the reactants [OH:1][C:2]1[C:15]([OH:16])=[C:14](O)[CH:13]=[CH:12][C:3]=1[C:4]([C:6]1[CH:11]=[CH:10][CH:9]=[CH:8][CH:7]=1)=[O:5].Br[CH2:19][CH2:20][CH2:21][CH2:22][CH2:23][CH2:24][CH2:25][CH2:26][CH2:27][CH2:28][CH2:29][CH2:30][CH2:31][CH2:32][CH2:33][CH2:34][CH2:35][CH3:36].[C:37](=[O:40])([O-])[O-].[K+].[K+], predict the reaction product. The product is: [CH2:19]([O:1][C:2]1[C:15]([O:16][CH2:36][CH2:35][CH2:34][CH2:33][CH2:32][CH2:31][CH2:30][CH2:29][CH2:28][CH2:27][CH2:26][CH2:25][CH2:24][CH2:23][CH2:22][CH2:21][CH2:20][CH3:19])=[C:14]([O:40][CH2:37][CH2:35][CH2:34][CH2:33][CH2:32][CH2:31][CH2:30][CH2:29][CH2:28][CH2:27][CH2:26][CH2:25][CH2:24][CH2:23][CH2:22][CH2:21][CH2:20][CH3:19])[CH:13]=[CH:12][C:3]=1[C:4]([C:6]1[CH:11]=[CH:10][CH:9]=[CH:8][CH:7]=1)=[O:5])[CH2:20][CH2:21][CH2:22][CH2:23][CH2:24][CH2:25][CH2:26][CH2:27][CH2:28][CH2:29][CH2:30][CH2:31][CH2:32][CH2:33][CH2:34][CH2:35][CH3:36]. (10) Given the reactants [C:1]([NH:18][C@H:19]([C:30]([OH:32])=[O:31])[CH2:20][C:21]1[C:29]2[C:24](=[CH:25][CH:26]=[CH:27][CH:28]=2)[NH:23][CH:22]=1)([O:3][CH2:4][CH:5]1[C:17]2[C:12](=[CH:13][CH:14]=[CH:15][CH:16]=2)[C:11]2[C:6]1=[CH:7][CH:8]=[CH:9][CH:10]=2)=[O:2].[N+:33]([C:36]1[CH:41]=[CH:40][CH:39]=[CH:38][C:37]=1[S:42]Cl)([O-:35])=[O:34].C(OCC)C.O, predict the reaction product. The product is: [NH:18]([C:1]([O:3][CH2:4][CH:5]1[C:6]2[C:11](=[CH:10][CH:9]=[CH:8][CH:7]=2)[C:12]2[C:17]1=[CH:16][CH:15]=[CH:14][CH:13]=2)=[O:2])[C@H:19]([C:30]([OH:32])=[O:31])[CH2:20][C:21]1[C:29]2[C:24](=[CH:25][CH:26]=[CH:27][CH:28]=2)[NH:23][C:22]=1[S:42][C:37]1[C:36]([N+:33]([O-:35])=[O:34])=[CH:41][CH:40]=[CH:39][CH:38]=1.